Predict the product of the given reaction. From a dataset of Forward reaction prediction with 1.9M reactions from USPTO patents (1976-2016). Given the reactants CS(C)=O.C(Cl)(=O)C(Cl)=O.[CH2:11]1[C:15]2([CH2:20][CH2:19][CH2:18][CH:17]([OH:21])[CH2:16]2)[CH2:14][CH2:13][CH2:12]1.[Cl-].[NH4+], predict the reaction product. The product is: [CH2:11]1[C:15]2([CH2:20][CH2:19][CH2:18][C:17](=[O:21])[CH2:16]2)[CH2:14][CH2:13][CH2:12]1.